Dataset: Catalyst prediction with 721,799 reactions and 888 catalyst types from USPTO. Task: Predict which catalyst facilitates the given reaction. Product: [CH2:1]([N:8]1[CH2:13][CH2:12][CH:11]([N:14]2[C:18]3=[N:19][CH:20]=[N:21][C:22]([NH2:26])=[C:17]3[C:16]([Br:24])=[N:15]2)[CH2:10][CH2:9]1)[C:2]1[CH:7]=[CH:6][CH:5]=[CH:4][CH:3]=1. Reactant: [CH2:1]([N:8]1[CH2:13][CH2:12][CH:11]([N:14]2[C:18]3=[N:19][CH:20]=[N:21][C:22](Cl)=[C:17]3[C:16]([Br:24])=[N:15]2)[CH2:10][CH2:9]1)[C:2]1[CH:7]=[CH:6][CH:5]=[CH:4][CH:3]=1.[OH-].[NH4+:26]. The catalyst class is: 12.